From a dataset of Reaction yield outcomes from USPTO patents with 853,638 reactions. Predict the reaction yield, written as a fraction of the theoretical maximum amount of product (1.0 means a 100% yield; for example, 0.34 means a 34% yield). (1) The reactants are [F:1][C:2]1[CH:7]=[CH:6][C:5]([C:8]([CH3:10])=[CH2:9])=[C:4]([N+:11]([O-])=O)[CH:3]=1. The catalyst is [Pd].CCOC(C)=O. The product is [F:1][C:2]1[CH:7]=[CH:6][C:5]([CH:8]([CH3:10])[CH3:9])=[C:4]([CH:3]=1)[NH2:11]. The yield is 0.950. (2) The reactants are P(Cl)(Cl)([Cl:3])=O.[Cl:6][C:7]1[CH:16]=[C:15]2[C:10]([C:11](O)=[CH:12][CH:13]=[N:14]2)=[CH:9][CH:8]=1. No catalyst specified. The product is [Cl:3][C:11]1[C:10]2[C:15](=[CH:16][C:7]([Cl:6])=[CH:8][CH:9]=2)[N:14]=[CH:13][CH:12]=1. The yield is 0.885. (3) The reactants are [NH2:1][CH2:2][CH2:3][O:4][CH2:5][CH2:6][O:7][CH2:8][CH2:9][O:10][CH2:11][CH2:12][NH:13][S:14]([C:17]1[CH:22]=[CH:21][C:20]([CH:23]2[C:32]3[C:27](=[C:28]([Cl:34])[CH:29]=[C:30]([Cl:33])[CH:31]=3)[CH2:26][N:25]([CH3:35])[CH2:24]2)=[CH:19][CH:18]=1)(=[O:16])=[O:15].[O:36]([CH2:48][C:49]([O:51]N1C(=O)CCC1=O)=O)[CH2:37][C:38]([O:40]N1C(=O)CCC1=O)=O.[CH2:59]([N:61]([CH2:64][CH3:65])[CH2:62][CH3:63])C. The catalyst is CN(C=O)C. The product is [O:36]([CH2:48][C:49]([NH:1][CH2:2][CH2:3][O:51][CH2:49][CH2:48][O:36][CH2:37][CH2:38][O:40][CH2:11][CH2:12][NH:13][S:14]([C:17]1[CH:22]=[CH:21][C:20]([CH:63]2[C:32]3[C:65](=[C:28]([Cl:34])[CH:29]=[C:30]([Cl:33])[CH:31]=3)[CH2:64][N:61]([CH3:59])[CH2:62]2)=[CH:19][CH:18]=1)(=[O:16])=[O:15])=[O:51])[CH2:37][C:38]([NH:1][CH2:2][CH2:3][O:4][CH2:5][CH2:6][O:7][CH2:8][CH2:9][O:10][CH2:11][CH2:12][NH:13][S:14]([C:17]1[CH:18]=[CH:19][C:20]([CH:23]2[C:32]3[C:27](=[C:28]([Cl:34])[CH:29]=[C:30]([Cl:33])[CH:31]=3)[CH2:26][N:25]([CH3:35])[CH2:24]2)=[CH:21][CH:22]=1)(=[O:16])=[O:15])=[O:40]. The yield is 0.310. (4) The reactants are [F:1][C:2]([F:26])([C:19]1[CH:24]=[CH:23][C:22]([F:25])=[CH:21][N:20]=1)[C:3]1[N:12]=[C:11](SC)[C:10]2[C:5](=[C:6]([NH:15][C:16](=[O:18])[CH3:17])[CH:7]=[CH:8][CH:9]=2)[N:4]=1.ClC1C=CC=C(C(OO)=O)C=1.S([O-])([O-])(=O)=S.[Na+].[Na+].C(=O)(O)[O-].[Na+].[CH3:50][C:51]1[NH:55][N:54]=[C:53]([NH2:56])[CH:52]=1. The catalyst is C(Cl)Cl.C1COCC1. The product is [F:1][C:2]([F:26])([C:19]1[CH:24]=[CH:23][C:22]([F:25])=[CH:21][N:20]=1)[C:3]1[N:12]=[C:11]([NH:56][C:53]2[CH:52]=[C:51]([CH3:50])[NH:55][N:54]=2)[C:10]2[C:5](=[C:6]([NH:15][C:16](=[O:18])[CH3:17])[CH:7]=[CH:8][CH:9]=2)[N:4]=1. The yield is 0.360. (5) The reactants are [F:1][C:2]1[C:7]([CH:8]=[O:9])=[CH:6][CH:5]=[C:4]([NH:10][CH2:11][C:12]2[CH:13]=[N:14][C:15]([C:18]([F:21])([F:20])[F:19])=[CH:16][CH:17]=2)[N:3]=1.[C:22]([O:26][C:27](O[C:27]([O:26][C:22]([CH3:25])([CH3:24])[CH3:23])=[O:28])=[O:28])([CH3:25])([CH3:24])[CH3:23]. The catalyst is O1CCCC1.CN(C)C1C=CN=CC=1. The product is [C:22]([O:26][C:27](=[O:28])[N:10]([C:4]1[CH:5]=[CH:6][C:7]([CH:8]=[O:9])=[C:2]([F:1])[N:3]=1)[CH2:11][C:12]1[CH:13]=[N:14][C:15]([C:18]([F:21])([F:19])[F:20])=[CH:16][CH:17]=1)([CH3:25])([CH3:24])[CH3:23]. The yield is 0.590.